This data is from Full USPTO retrosynthesis dataset with 1.9M reactions from patents (1976-2016). The task is: Predict the reactants needed to synthesize the given product. Given the product [Cl:23][C:19]1[CH:18]=[C:17]2[C:22]([C:14]([N:8]([CH2:9][C:10]([OH:12])=[O:11])[C:4]3[CH:5]=[CH:6][CH:7]=[C:2]([Cl:1])[CH:3]=3)([CH2:25][C:26]3[CH:31]=[CH:30][CH:29]=[C:28]([Cl:32])[CH:27]=3)[C:15](=[O:24])[NH:16]2)=[CH:21][CH:20]=1, predict the reactants needed to synthesize it. The reactants are: [Cl:1][C:2]1[CH:3]=[C:4]([NH:8][CH2:9][C:10]([OH:12])=[O:11])[CH:5]=[CH:6][CH:7]=1.Br[C:14]1([CH2:25][C:26]2[CH:31]=[CH:30][CH:29]=[C:28]([Cl:32])[CH:27]=2)[C:22]2[C:17](=[CH:18][C:19]([Cl:23])=[CH:20][CH:21]=2)[NH:16][C:15]1=[O:24].O1CCOCC1.